From a dataset of Catalyst prediction with 721,799 reactions and 888 catalyst types from USPTO. Predict which catalyst facilitates the given reaction. (1) Reactant: [Cl:1][C:2]1[CH:7]=[CH:6][CH:5]=[CH:4][C:3]=1[C:8](=O)[CH2:9][C:10]1[CH:15]=[CH:14][CH:13]=[CH:12][CH:11]=1.[CH2:17]([O:19][C:20]1[CH:21]=[C:22]([CH:25]=[C:26]([N+:29]([O-:31])=[O:30])[C:27]=1[OH:28])[CH:23]=O)[CH3:18].[NH2:32][C:33]([NH2:35])=[O:34].Cl. Product: [Cl:1][C:2]1[CH:7]=[CH:6][CH:5]=[CH:4][C:3]=1[C:8]1[NH:35][C:33](=[O:34])[NH:32][CH:23]([C:22]2[CH:25]=[C:26]([N+:29]([O-:31])=[O:30])[C:27]([OH:28])=[C:20]([O:19][CH2:17][CH3:18])[CH:21]=2)[C:9]=1[C:10]1[CH:15]=[CH:14][CH:13]=[CH:12][CH:11]=1. The catalyst class is: 8. (2) Reactant: C(OC1C=CN([CH2:15][C:16]([C:18]2[CH:23]=[CH:22][C:21]([CH2:24][OH:25])=[CH:20][CH:19]=2)=[O:17])C(=O)C=1)C1C=CC=CC=1.P(Br)(Br)[Br:28]. Product: [Br:28][CH2:15][C:16]([C:18]1[CH:23]=[CH:22][C:21]([CH2:24][OH:25])=[CH:20][CH:19]=1)=[O:17]. The catalyst class is: 168. (3) Reactant: [CH:1]([O:4][C:5]([N:7]1[CH2:12][CH2:11][CH:10]([O:13][C@@H:14]([C:16]([OH:18])=O)[CH3:15])[CH2:9][CH2:8]1)=[O:6])([CH3:3])[CH3:2].CCN=C=NCCCN(C)C.C1C=CC2N(O)N=NC=2C=1.C(OC(=O)[NH:46][C@@H:47]1[C@@H:51]([C:52]2[CH:57]=[C:56]([F:58])[CH:55]=[CH:54][C:53]=2[F:59])[CH2:50][N:49]([C:60]2[CH:65]=[N:64][C:63]([C:66](=[NH:69])[NH:67]O)=[CH:62][N:61]=2)[CH2:48]1)(C)(C)C.C(O)(C(F)(F)F)=O. Product: [CH:1]([O:4][C:5]([N:7]1[CH2:8][CH2:9][CH:10]([O:13][C@@H:14]([C:16]2[O:18][N:67]=[C:66]([C:63]3[CH:62]=[N:61][C:60]([N:49]4[CH2:50][C@H:51]([C:52]5[CH:57]=[C:56]([F:58])[CH:55]=[CH:54][C:53]=5[F:59])[C@@H:47]([NH2:46])[CH2:48]4)=[CH:65][N:64]=3)[N:69]=2)[CH3:15])[CH2:11][CH2:12]1)=[O:6])([CH3:2])[CH3:3]. The catalyst class is: 76. (4) Reactant: [Cl:1][C:2]1[CH:3]=[N:4][C:5]2[C:10]([C:11]=1[CH:12]=[O:13])=[CH:9][CH:8]=[CH:7][CH:6]=2.C(=O)([O-])[O-].[K+].[K+].[N+:20]([CH3:23])([O-:22])=[O:21]. Product: [Cl:1][C:2]1[CH:3]=[N:4][C:5]2[C:10]([C:11]=1[CH:12]([OH:13])[CH2:23][N+:20]([O-:22])=[O:21])=[CH:9][CH:8]=[CH:7][CH:6]=2. The catalyst class is: 1. (5) Reactant: [CH2:1]([N:3]1[C:8](=[O:9])[C@@H:7]2[C@@H:10]([C:13]([F:16])([F:15])[F:14])[O:11][CH2:12][C@:6]2([C:17]2[CH:22]=[C:21]([N+:23]([O-])=O)[CH:20]=[CH:19][C:18]=2[F:26])[N:5]=[C:4]1[NH:27][C:28](=[O:34])[O:29][C:30]([CH3:33])([CH3:32])[CH3:31])[CH3:2].[H][H]. Product: [NH2:23][C:21]1[CH:20]=[CH:19][C:18]([F:26])=[C:17]([C@:6]23[CH2:12][O:11][C@H:10]([C:13]([F:16])([F:14])[F:15])[C@H:7]2[C:8](=[O:9])[N:3]([CH2:1][CH3:2])[C:4]([NH:27][C:28](=[O:34])[O:29][C:30]([CH3:32])([CH3:31])[CH3:33])=[N:5]3)[CH:22]=1. The catalyst class is: 29. (6) Reactant: Cl[C:2]1[C:7]([C:8]([O:10][CH2:11][CH3:12])=[O:9])=[CH:6][N:5]=[C:4]2[N:13]([CH3:17])[N:14]=[C:15]([CH3:16])[C:3]=12.C(=O)([O-])[O-].[K+].[K+].[NH2:24][CH2:25][CH2:26][NH:27][C:28](=[O:34])[O:29][C:30]([CH3:33])([CH3:32])[CH3:31]. Product: [C:30]([O:29][C:28]([NH:27][CH2:26][CH2:25][NH:24][C:2]1[C:7]([C:8]([O:10][CH2:11][CH3:12])=[O:9])=[CH:6][N:5]=[C:4]2[N:13]([CH3:17])[N:14]=[C:15]([CH3:16])[C:3]=12)=[O:34])([CH3:33])([CH3:32])[CH3:31]. The catalyst class is: 10. (7) Reactant: Br[C:2]1[N:7]=[C:6]([C:8]([O:10][CH2:11][CH3:12])=[O:9])[CH:5]=[CH:4][CH:3]=1.N#N.[Br-].[CH2:16]([Zn+])[CH2:17][CH3:18]. Product: [CH2:16]([C:2]1[N:7]=[C:6]([C:8]([O:10][CH2:11][CH3:12])=[O:9])[CH:5]=[CH:4][CH:3]=1)[CH2:17][CH3:18]. The catalyst class is: 1. (8) Product: [C:4]([C@H:6]1[CH2:7][CH2:8][C@H:9]([NH:12][C:13](=[O:22])[O:14][CH2:15][C:16]2[CH:17]=[CH:18][CH:19]=[CH:20][CH:21]=2)[CH2:10][CH2:11]1)(=[O:5])[CH3:24]. The catalyst class is: 1. Reactant: CON(C)[C:4]([C@H:6]1[CH2:11][CH2:10][C@H:9]([NH:12][C:13](=[O:22])[O:14][CH2:15][C:16]2[CH:21]=[CH:20][CH:19]=[CH:18][CH:17]=2)[CH2:8][CH2:7]1)=[O:5].[CH3:24][Mg]Br.